Dataset: Reaction yield outcomes from USPTO patents with 853,638 reactions. Task: Predict the reaction yield, written as a fraction of the theoretical maximum amount of product (1.0 means a 100% yield; for example, 0.34 means a 34% yield). (1) The reactants are [BH4-].[Na+].[N+:3]([C:6]1[CH:11]=[CH:10][C:9]([CH2:12][C:13]([NH:15][CH2:16][CH2:17][N:18]2[CH2:23][CH2:22][N:21]([C:24]3[CH:29]=[CH:28][CH:27]=[CH:26][CH:25]=3)[CH2:20][CH2:19]2)=O)=[CH:8][CH:7]=1)([O-:5])=[O:4].CO. The catalyst is C1COCC1. The product is [N+:3]([C:6]1[CH:11]=[CH:10][C:9]([CH2:12][CH2:13][NH:15][CH2:16][CH2:17][N:18]2[CH2:19][CH2:20][N:21]([C:24]3[CH:25]=[CH:26][CH:27]=[CH:28][CH:29]=3)[CH2:22][CH2:23]2)=[CH:8][CH:7]=1)([O-:5])=[O:4]. The yield is 0.730. (2) The reactants are [CH2:1]([CH:3]([CH2:7][CH2:8][CH2:9][CH3:10])[CH2:4][Mg]Br)[CH3:2].[CH2:11]([C:19]#N)[CH2:12][CH2:13][CH2:14][CH2:15][CH2:16]CC.C([O:23][CH2:24][CH3:25])C. No catalyst specified. The product is [CH2:1]([CH:3]([CH2:4][C:24](=[O:23])[CH2:25][CH2:19][CH2:11][CH2:12][CH2:13][CH2:14][CH2:15][CH3:16])[CH2:7][CH2:8][CH2:9][CH3:10])[CH3:2]. The yield is 0.320.